Predict which catalyst facilitates the given reaction. From a dataset of Catalyst prediction with 721,799 reactions and 888 catalyst types from USPTO. (1) Reactant: C1(C)C=CC(S(O)(=O)=O)=CC=1.C([O:14][C:15](=[O:46])[C@H:16]([CH2:39][CH2:40][C:41]([O:43]CC)=[O:42])[NH:17][C:18](=[O:38])[C:19]1[CH:24]=[CH:23][C:22]([CH2:25][CH2:26][C:27]2[C:35]3[C:34](=[O:36])[N:33]=[C:32]([NH2:37])[NH:31][C:30]=3[NH:29][CH:28]=2)=[CH:21][CH:20]=1)C.O.Cl. Product: [NH2:37][C:32]1[NH:31][C:30]2[NH:29][CH:28]=[C:27]([CH2:26][CH2:25][C:22]3[CH:21]=[CH:20][C:19]([C:18]([NH:17][C@H:16]([C:15]([OH:46])=[O:14])[CH2:39][CH2:40][C:41]([OH:43])=[O:42])=[O:38])=[CH:24][CH:23]=3)[C:35]=2[C:34](=[O:36])[N:33]=1. The catalyst class is: 74. (2) Reactant: [F:1][C:2]1[CH:7]=[CH:6][C:5]([C:8](=[O:10])[CH3:9])=[C:4]([OH:11])[CH:3]=1.IC.[C:14](=O)([O-])[O-].[K+].[K+]. The catalyst class is: 10. Product: [F:1][C:2]1[CH:7]=[CH:6][C:5]([C:8](=[O:10])[CH3:9])=[C:4]([O:11][CH3:14])[CH:3]=1. (3) Reactant: C(OC(N1CC(OC2[C:23]3[C:18](=[CH:19][C:20]([O:24][CH3:25])=[CH:21][CH:22]=3)C=CN=2)CC1C(O)=O)=O)(C)(C)C.C1([B:35]([OH:37])[OH:36])C=CC=CC=1.CC(C)([O-])C.[Na+]. Product: [CH3:25][O:24][C:20]1[CH:21]=[CH:22][C:23]([B:35]([OH:37])[OH:36])=[CH:18][CH:19]=1. The catalyst class is: 1. (4) Product: [F:1][C:2]1[CH:7]=[CH:6][C:5]([C:8]([C:9]2[N:18]=[C:17]([OH:19])[C:16]3[C:11](=[CH:12][C:13]([C:20]([F:22])([F:21])[F:23])=[CH:14][CH:15]=3)[N:10]=2)=[O:24])=[CH:4][CH:3]=1. Reactant: [F:1][C:2]1[CH:7]=[CH:6][C:5]([CH:8]([OH:24])[C:9]2[N:18]=[C:17]([OH:19])[C:16]3[C:11](=[CH:12][C:13]([C:20]([F:23])([F:22])[F:21])=[CH:14][CH:15]=3)[N:10]=2)=[CH:4][CH:3]=1.CC(OI1(OC(C)=O)(OC(C)=O)OC(=O)C2C=CC=CC1=2)=O.C(=O)(O)[O-].[Na+]. The catalyst class is: 10. (5) Reactant: [Cl:1][C:2]1[CH:7]=[CH:6][C:5]([S:8]([NH:11][C:12]2[C:13]([C:19]([NH:21][NH2:22])=O)=[N:14][CH:15]=[C:16]([Cl:18])[CH:17]=2)(=[O:10])=[O:9])=[CH:4][C:3]=1[C:23]([F:26])([F:25])[F:24].COC(OC)OC.[C:34](#N)C.[CH3:37][C:38]1[CH:44]=[CH:43][CH:42]=[CH:41][C:39]=1[NH2:40]. Product: [Cl:1][C:2]1[CH:7]=[CH:6][C:5]([S:8]([NH:11][C:12]2[C:13]([C:19]3[N:40]([C:39]4[CH:41]=[CH:42][CH:43]=[CH:44][C:38]=4[CH3:37])[CH:34]=[N:22][N:21]=3)=[N:14][CH:15]=[C:16]([Cl:18])[CH:17]=2)(=[O:10])=[O:9])=[CH:4][C:3]=1[C:23]([F:26])([F:25])[F:24]. The catalyst class is: 15. (6) Reactant: [N:1]1[C:10]2[C:5](=[CH:6][CH:7]=[CH:8][CH:9]=2)[CH:4]=[CH:3][CH:2]=1.[C:11]([O-:14])([O-])=O.[Cs+].[Cs+].Cl[CH2:18][C:19]1[CH:24]=[CH:23][C:22]([S:25]([CH3:28])(=[O:27])=[O:26])=[CH:21][CH:20]=1. Product: [CH:8]([C:7]1[CH:6]=[C:5]2[C:10](=[C:9]([C:3]3[CH:4]=[CH:5][CH:6]=[C:11]([O:14][CH2:18][C:19]4[CH:24]=[CH:23][C:22]([S:25]([CH3:28])(=[O:27])=[O:26])=[CH:21][CH:20]=4)[CH:2]=3)[CH:8]=1)[N:1]=[CH:2][CH:3]=[CH:4]2)([CH3:9])[CH3:7]. The catalyst class is: 95. (7) Reactant: C(N(CC)CC)C.C(OC([N:15]([C:23]1[C:28]([C:29]#[CH:30])=[N:27][C:26]([N:31]2[CH2:36][CH2:35][N:34]([S:37]([CH2:40][CH3:41])(=[O:39])=[O:38])[CH2:33][CH2:32]2)=[CH:25][N:24]=1)C(=O)OC(C)(C)C)=O)(C)(C)C.[OH:42][N:43]=[C:44](Cl)[C:45]1[CH:50]=[CH:49][CH:48]=[CH:47][CH:46]=1.Cl.O1CCOCC1. Product: [CH2:40]([S:37]([N:34]1[CH2:35][CH2:36][N:31]([C:26]2[N:27]=[C:28]([C:29]3[O:42][N:43]=[C:44]([C:45]4[CH:50]=[CH:49][CH:48]=[CH:47][CH:46]=4)[CH:30]=3)[C:23]([NH2:15])=[N:24][CH:25]=2)[CH2:32][CH2:33]1)(=[O:38])=[O:39])[CH3:41]. The catalyst class is: 1. (8) Reactant: C(N(CC)CC)C.[C:8]1([N:14]=[C:15]=[O:16])[CH:13]=[CH:12][CH:11]=[CH:10][CH:9]=1.[CH3:17][C:18]1[NH:22][N:21]=[C:20]([O:23][C:24]2[CH:29]=[CH:28][CH:27]=[CH:26][C:25]=2[C:30]([F:33])([F:32])[F:31])[CH:19]=1.Cl. Product: [C:8]1([NH:14][C:15]([N:22]2[C:18]([CH3:17])=[CH:19][C:20]([O:23][C:24]3[CH:29]=[CH:28][CH:27]=[CH:26][C:25]=3[C:30]([F:31])([F:32])[F:33])=[N:21]2)=[O:16])[CH:13]=[CH:12][CH:11]=[CH:10][CH:9]=1. The catalyst class is: 13. (9) Reactant: [N:1]1[CH:6]=[CH:5][CH:4]=[C:3]([C@@H:7]2[CH2:11][CH2:10][C@@H:9]([OH:12])[CH2:8]2)[CH:2]=1.[C:13](O)(=[O:15])[CH3:14].CC(OC(/N=N/C(OC(C)C)=O)=O)C.C1(P(C2C=CC=CC=2)C2C=CC=CC=2)C=CC=CC=1. Product: [C:13]([O:12][C@H:9]1[CH2:10][CH2:11][C@@H:7]([C:3]2[CH:2]=[N:1][CH:6]=[CH:5][CH:4]=2)[CH2:8]1)(=[O:15])[CH3:14]. The catalyst class is: 49. (10) Reactant: C[O:2][C:3]1[CH:4]=[C:5]([C:9]2[CH:14]=[CH:13][CH:12]=[C:11]([C:15]([NH2:17])=[O:16])[CH:10]=2)[CH:6]=[CH:7][CH:8]=1.B(Br)(Br)Br. Product: [OH:2][C:3]1[CH:4]=[C:5]([C:9]2[CH:14]=[CH:13][CH:12]=[C:11]([C:15]([NH2:17])=[O:16])[CH:10]=2)[CH:6]=[CH:7][CH:8]=1. The catalyst class is: 2.